From a dataset of Forward reaction prediction with 1.9M reactions from USPTO patents (1976-2016). Predict the product of the given reaction. (1) Given the reactants [Br:1][C:2]1[CH:7]=[CH:6][C:5]([C:8]2[O:12][N:11]=[C:10]([CH3:13])[C:9]=2[CH2:14][C:15]([NH:17][NH2:18])=[O:16])=[CH:4][CH:3]=1.C(N(CC)CC)C.[C:26](Cl)(=O)[C:27]1[CH:32]=[CH:31][CH:30]=[CH:29][CH:28]=1.C1(C)C(S(Cl)(=O)=O)=CC=CC=1, predict the reaction product. The product is: [Br:1][C:2]1[CH:7]=[CH:6][C:5]([C:8]2[O:12][N:11]=[C:10]([CH3:13])[C:9]=2[CH2:14][C:15]2[O:16][C:26]([C:27]3[CH:32]=[CH:31][CH:30]=[CH:29][CH:28]=3)=[N:18][N:17]=2)=[CH:4][CH:3]=1. (2) Given the reactants [NH2:1][C:2]1[S:3][C:4]2[CH:10]=[C:9]([O:11][C:12]3[CH:17]=[CH:16][N:15]=[C:14]([C:18]([NH:20][CH3:21])=[O:19])[CH:13]=3)[CH:8]=[C:7]([Cl:22])[C:5]=2[N:6]=1.Br[CH2:24][CH:25]1[CH2:30][CH2:29][CH2:28][CH2:27][CH2:26]1.C(=O)([O-])[O-].[K+].[K+], predict the reaction product. The product is: [Cl:22][C:7]1[C:5]2[N:6]=[C:2]([NH:1][CH2:24][CH:25]3[CH2:30][CH2:29][CH2:28][CH2:27][CH2:26]3)[S:3][C:4]=2[CH:10]=[C:9]([O:11][C:12]2[CH:17]=[CH:16][N:15]=[C:14]([C:18]([NH:20][CH3:21])=[O:19])[CH:13]=2)[CH:8]=1. (3) Given the reactants [Cl:1][C:2]1[N:11]=[CH:10][C:9]2[NH:8][CH2:7][CH:6]3[CH2:12][O:13][CH2:14][CH2:15][N:5]3[C:4]=2[N:3]=1.CC(C)([O-])C.[Na+].[Br:22][C:23]1[CH:28]=[CH:27][CH:26]=[C:25]([CH2:29]Br)[N:24]=1, predict the reaction product. The product is: [Br:22][C:23]1[N:24]=[C:25]([CH2:29][N:8]2[CH2:7][CH:6]3[CH2:12][O:13][CH2:14][CH2:15][N:5]3[C:4]3[N:3]=[C:2]([Cl:1])[N:11]=[CH:10][C:9]2=3)[CH:26]=[CH:27][CH:28]=1. (4) The product is: [Cl:36][C:29]1[C:30]([C:32]([F:34])([F:33])[F:35])=[CH:31][C:26]2[N:25]=[C:24]([CH2:37][CH3:38])[N:23]([C:20]3[CH:19]=[CH:18][C:17]([CH2:16][CH2:15][O:14][C:13](=[O:39])[NH:10][S:7]([C:3]4[CH:2]=[N:1][CH:6]=[CH:5][CH:4]=4)(=[O:9])=[O:8])=[CH:22][CH:21]=3)[C:27]=2[CH:28]=1. Given the reactants [N:1]1[CH:6]=[CH:5][CH:4]=[C:3]([S:7]([NH2:10])(=[O:9])=[O:8])[CH:2]=1.[H-].[Na+].[C:13](=O)([O:39]C1C=CC=CC=1)[O:14][CH2:15][CH2:16][C:17]1[CH:22]=[CH:21][C:20]([N:23]2[C:27]3[CH:28]=[C:29]([Cl:36])[C:30]([C:32]([F:35])([F:34])[F:33])=[CH:31][C:26]=3[N:25]=[C:24]2[CH2:37][CH3:38])=[CH:19][CH:18]=1, predict the reaction product. (5) Given the reactants [Br:1][C:2]1[CH:3]=[C:4]([C:8]2[CH2:9][CH2:10][CH2:11][N:12]=2)[CH:5]=[CH:6][CH:7]=1.[BH4-].[Na+], predict the reaction product. The product is: [Br:1][C:2]1[CH:3]=[C:4]([CH:8]2[CH2:9][CH2:10][CH2:11][NH:12]2)[CH:5]=[CH:6][CH:7]=1.